Predict the reactants needed to synthesize the given product. From a dataset of Full USPTO retrosynthesis dataset with 1.9M reactions from patents (1976-2016). (1) The reactants are: Cl[C:2]1[N:7]=[C:6]2[S:8][C:9]([C:11]([O:13]C)=[O:12])=[CH:10][C:5]2=[N:4][CH:3]=1.[OH-].[Na+].O.C1C[O:21][CH2:20][CH2:19]1. Given the product [CH2:20]([O:21][C:2]1[N:7]=[C:6]2[S:8][C:9]([C:11]([OH:13])=[O:12])=[CH:10][C:5]2=[N:4][CH:3]=1)[CH3:19], predict the reactants needed to synthesize it. (2) Given the product [F:27][C:2]([F:1])([F:26])[C:3]1[CH:4]=[C:5]([CH2:9][CH2:10][C:11]2[O:12][C:15]([C:17]3[CH:25]=[CH:24][C:20]4[N:21]=[CH:22][S:23][C:19]=4[CH:18]=3)=[N:14][N:13]=2)[CH:6]=[CH:7][CH:8]=1, predict the reactants needed to synthesize it. The reactants are: [F:1][C:2]([F:27])([F:26])[C:3]1[CH:4]=[C:5]([CH2:9][CH2:10][C:11]([NH:13][NH:14][C:15]([C:17]2[CH:25]=[CH:24][C:20]3[N:21]=[CH:22][S:23][C:19]=3[CH:18]=2)=O)=[O:12])[CH:6]=[CH:7][CH:8]=1.C1(C)C=CC(S(Cl)(=O)=O)=CC=1. (3) Given the product [CH:16]1[C:17]2[CH:5]([CH2:4][O:3][C:1]([NH:18][CH2:19][C:25]3[CH:81]=[CH:80][C:28]([C:29]([NH:24][CH2:51][CH2:52][C:53]([OH:55])=[O:54])=[O:86])=[CH:27][CH:26]=3)=[O:2])[C:6]3[C:11](=[CH:10][CH:9]=[CH:8][CH:7]=3)[C:12]=2[CH:13]=[CH:14][CH:15]=1, predict the reactants needed to synthesize it. The reactants are: [C:1]([NH:18][CH2:19]CC(O)=O)([O:3][CH2:4][CH:5]1[C:17]2[C:12](=[CH:13][CH:14]=[CH:15][CH:16]=2)[C:11]2[C:6]1=[CH:7][CH:8]=[CH:9][CH:10]=2)=[O:2].[NH:24]1[CH2:29][CH2:28][CH2:27][CH2:26][CH2:25]1.C1C2C(N(CC3C=C[C:52]([C:53]([OH:55])=[O:54])=[CH:51]C=3)C(OC)=O)C3C(=CC=CC=3)C=2C=CC=1.F[P-](F)(F)(F)(F)F.Br[P+](N1[CH2:81][CH2:80]CC1)(N1CCCC1)N1CCCC1.CN(C=[O:86])C. (4) Given the product [CH3:7][O:6][C:4]([C:3]1[C:2]2[N:11]([C:13]([CH3:17])=[C:14]([CH3:15])[CH:1]=2)[CH:10]=[CH:9][CH:8]=1)=[O:5], predict the reactants needed to synthesize it. The reactants are: [CH3:1][C:2]1[N:11]=[CH:10][CH:9]=[CH:8][C:3]=1[C:4]([O:6][CH3:7])=[O:5].Br[CH:13]([CH3:17])[C:14](=O)[CH3:15].